From a dataset of Catalyst prediction with 721,799 reactions and 888 catalyst types from USPTO. Predict which catalyst facilitates the given reaction. Reactant: [I:1][C:2]1[C:10]2[C:5](=[N:6][CH:7]=[C:8]([N+:11]([O-:13])=[O:12])[CH:9]=2)[NH:4][N:3]=1.C(=O)([O-])[O-].[Cs+].[Cs+].[CH3:20][O:21][C:22]1[CH:29]=[CH:28][C:25]([CH2:26]Cl)=[CH:24][CH:23]=1.O. Product: [I:1][C:2]1[C:10]2[C:5](=[N:6][CH:7]=[C:8]([N+:11]([O-:13])=[O:12])[CH:9]=2)[N:4]([CH2:26][C:25]2[CH:28]=[CH:29][C:22]([O:21][CH3:20])=[CH:23][CH:24]=2)[N:3]=1. The catalyst class is: 3.